From a dataset of Peptide-MHC class II binding affinity with 134,281 pairs from IEDB. Regression. Given a peptide amino acid sequence and an MHC pseudo amino acid sequence, predict their binding affinity value. This is MHC class II binding data. (1) The peptide sequence is KSAFQSSVASGFIGF. The MHC is DRB1_0701 with pseudo-sequence DRB1_0701. The binding affinity (normalized) is 1.00. (2) The peptide sequence is EICPAVKRDVDLFLTGT. The MHC is DRB1_1302 with pseudo-sequence DRB1_1302. The binding affinity (normalized) is 0.360. (3) The peptide sequence is DMTPADALDDFDL. The MHC is DRB1_0401 with pseudo-sequence DRB1_0401. The binding affinity (normalized) is 0. (4) The peptide sequence is SNEIKIVATPDGGSI. The MHC is DRB1_0401 with pseudo-sequence DRB1_0401. The binding affinity (normalized) is 0.247. (5) The peptide sequence is YASGKVWGQKYFKGN. The MHC is HLA-DPA10301-DPB10402 with pseudo-sequence HLA-DPA10301-DPB10402. The binding affinity (normalized) is 0. (6) The peptide sequence is AGDGDVVAVDIKEKG. The MHC is HLA-DQA10301-DQB10302 with pseudo-sequence HLA-DQA10301-DQB10302. The binding affinity (normalized) is 0.288. (7) The peptide sequence is YLEDARRLKAIYEKKK. The MHC is DRB1_0401 with pseudo-sequence DRB1_0401. The binding affinity (normalized) is 0.350.